Task: Regression/Classification. Given a drug SMILES string, predict its toxicity properties. Task type varies by dataset: regression for continuous values (e.g., LD50, hERG inhibition percentage) or binary classification for toxic/non-toxic outcomes (e.g., AMES mutagenicity, cardiotoxicity, hepatotoxicity). Dataset: ames.. Dataset: Ames mutagenicity test results for genotoxicity prediction (1) The drug is CC(C)=CCC/C(C)=C/CC/C(C)=C/C(=O)OCC(=O)C1(O)CCC2C3CCC4=CC(=O)C=CC4(C)C3C(O)CC21C. The result is 0 (non-mutagenic). (2) The drug is CCCCC(CC)COS(=O)(=O)O. The result is 0 (non-mutagenic). (3) The compound is CCC[N+](=O)[O-]. The result is 0 (non-mutagenic). (4) The molecule is CC1=C(O)C(=O)CO1. The result is 1 (mutagenic). (5) The molecule is NC(=S)Nc1cccc2ccccc12. The result is 1 (mutagenic). (6) The drug is CC(=O)OC1C(OC23C=C(C)C4(CC4)C(C)(O)C2C(=O)C(C)(C)C3)OC(CO)C(OC(=O)/C=C/c2ccc(O)cc2)C1O. The result is 1 (mutagenic).